Dataset: Full USPTO retrosynthesis dataset with 1.9M reactions from patents (1976-2016). Task: Predict the reactants needed to synthesize the given product. (1) The reactants are: [NH:1]1[CH2:6][CH2:5][CH2:4][CH:3]([C:7]([O:9][CH2:10][CH3:11])=[O:8])[CH2:2]1.[CH3:12][Si]([N-][Si](C)(C)C)(C)C.[Na+].C(O)(C(F)(F)F)=O. Given the product [CH2:10]([O:9][C:7]([C:3]1([CH3:12])[CH2:4][CH2:5][CH2:6][NH:1][CH2:2]1)=[O:8])[CH3:11], predict the reactants needed to synthesize it. (2) Given the product [CH3:1][C:2]1([CH3:9])[O:6][CH:5]([CH2:7][O:8][C:13]2[N:21]=[CH:20][CH:19]=[CH:18][C:14]=2[C:15]([OH:17])=[O:16])[CH2:4][O:3]1, predict the reactants needed to synthesize it. The reactants are: [CH3:1][C:2]1([CH3:9])[O:6][CH:5]([CH2:7][OH:8])[CH2:4][O:3]1.[H-].[Na+].Br[C:13]1[N:21]=[CH:20][CH:19]=[CH:18][C:14]=1[C:15]([OH:17])=[O:16]. (3) Given the product [CH3:57][O:58][C:59](=[O:60])[CH2:46][CH2:45][C:47]1[CH:52]=[CH:51][C:50]([O:40][CH2:39][CH2:38][CH:37]([O:36][C:25]2[CH:24]=[CH:23][C:22]([CH2:20][CH3:21])=[CH:27][C:26]=2[C:28](=[O:29])[C:30]2[CH:31]=[CH:32][CH:33]=[CH:34][CH:35]=2)[CH3:41])=[CH:49][C:48]=1[CH3:54], predict the reactants needed to synthesize it. The reactants are: C1(P(C2C=CC=CC=2)C2C=CC=CC=2)C=CC=CC=1.[CH2:20]([C:22]1[CH:23]=[CH:24][C:25]([O:36][CH:37]([CH3:41])[CH2:38][CH2:39][OH:40])=[C:26]([C:28]([C:30]2[CH:35]=[CH:34][CH:33]=[CH:32][CH:31]=2)=[O:29])[CH:27]=1)[CH3:21].COC(=O)[CH:45]([C:47]1[CH:52]=[CH:51][C:50](O)=[CH:49][C:48]=1[CH3:54])[CH3:46].C[CH2:57][O:58][C:59](/N=N/[C:59]([O:58][CH2:57]C)=[O:60])=[O:60]. (4) Given the product [CH3:1][O:2][C:3](=[O:22])[C:4]1[C:9]([NH:28][CH:25]([CH2:26][CH3:27])[CH2:23][CH3:24])=[CH:8][C:7]([CH3:11])=[N:6][C:5]=1[O:12][C:13]1[C:18]([CH3:19])=[CH:17][C:16]([Br:20])=[CH:15][C:14]=1[CH3:21], predict the reactants needed to synthesize it. The reactants are: [CH3:1][O:2][C:3](=[O:22])[C:4]1[C:9](Cl)=[CH:8][C:7]([CH3:11])=[N:6][C:5]=1[O:12][C:13]1[C:18]([CH3:19])=[CH:17][C:16]([Br:20])=[CH:15][C:14]=1[CH3:21].[CH2:23]([CH:25]([NH2:28])[CH2:26][CH3:27])[CH3:24].